The task is: Predict the product of the given reaction.. This data is from Forward reaction prediction with 1.9M reactions from USPTO patents (1976-2016). (1) Given the reactants [CH2:1]([O:3][C:4]([C:6]1[C:7](=[O:28])[NH:8][C:9]2[C:13]([C:14]=1[N:15]1[CH2:20][CH2:19][N:18]([C:21]([C:23]3[S:24][CH:25]=[CH:26][CH:27]=3)=[O:22])[CH2:17][CH2:16]1)=[CH:12][S:11][CH:10]=2)=[O:5])[CH3:2].[F:29][C:30]1[CH:37]=[CH:36][C:33]([CH2:34]Br)=[CH:32][CH:31]=1, predict the reaction product. The product is: [CH2:1]([O:3][C:4]([C:6]1[C:7](=[O:28])[N:8]([CH2:34][C:33]2[CH:36]=[CH:37][C:30]([F:29])=[CH:31][CH:32]=2)[C:9]2[C:13]([C:14]=1[N:15]1[CH2:16][CH2:17][N:18]([C:21]([C:23]3[S:24][CH:25]=[CH:26][CH:27]=3)=[O:22])[CH2:19][CH2:20]1)=[CH:12][S:11][CH:10]=2)=[O:5])[CH3:2]. (2) Given the reactants CC(OI1(OC(C)=O)(OC(C)=O)OC(=O)C2C=CC=CC1=2)=O.[OH:23][CH:24]([C:29]1[CH:34]=[CH:33][C:32]([O:35][C:36]2[CH:41]=[CH:40][N:39]=[C:38]3[CH:42]=[C:43]([C:45]([N:47]4[CH2:51][CH2:50][C@@H:49]([O:52][CH3:53])[CH2:48]4)=[O:46])[S:44][C:37]=23)=[CH:31][CH:30]=1)[C:25]([NH:27][CH3:28])=[O:26].C([O-])(O)=O.[Na+], predict the reaction product. The product is: [CH3:53][O:52][C@@H:49]1[CH2:50][CH2:51][N:47]([C:45]([C:43]2[S:44][C:37]3[C:38](=[N:39][CH:40]=[CH:41][C:36]=3[O:35][C:32]3[CH:33]=[CH:34][C:29]([C:24](=[O:23])[C:25]([NH:27][CH3:28])=[O:26])=[CH:30][CH:31]=3)[CH:42]=2)=[O:46])[CH2:48]1. (3) Given the reactants [CH2:1]([N:8]1[CH2:26][CH2:25][C:11]2[N:12]=[C:13]([C:17]3[CH:22]=[CH:21][CH:20]=[CH:19][C:18]=3[O:23][CH3:24])[NH:14][C:15](=[O:16])[C:10]=2[CH2:9]1)[C:2]1[CH:7]=[CH:6][CH:5]=[CH:4][CH:3]=1.[H-].[Li+].Br[CH2:30][CH2:31][C:32]1[CH:37]=[CH:36][CH:35]=[CH:34][CH:33]=1, predict the reaction product. The product is: [CH3:24][O:23][C:18]1[CH:19]=[CH:20][CH:21]=[CH:22][C:17]=1[C:13]1[N:14]([CH2:30][CH2:31][C:32]2[CH:37]=[CH:36][CH:35]=[CH:34][CH:33]=2)[C:15](=[O:16])[C:10]2[CH2:9][N:8]([CH2:1][C:2]3[CH:3]=[CH:4][CH:5]=[CH:6][CH:7]=3)[CH2:26][CH2:25][C:11]=2[N:12]=1. (4) Given the reactants [C:1]([O:5][C:6]([NH:8][C@@H:9]1[CH2:13][CH2:12][C@H:11](C(O)=O)[CH2:10]1)=[O:7])([CH3:4])([CH3:3])[CH3:2].C1(P(N=[N+]=[N-])(C2C=CC=CC=2)=[O:24])C=CC=CC=1.C([N:36]([CH2:39]C)CC)C.[CH2:41]([OH:48])[C:42]1[CH:47]=[CH:46][CH:45]=[CH:44][CH:43]=1, predict the reaction product. The product is: [C:1]([O:5][C:6]([NH:8][C@@H:9]1[CH2:13][CH2:12][C@H:11]([NH:36][C:39](=[O:24])[O:48][CH2:41][C:42]2[CH:47]=[CH:46][CH:45]=[CH:44][CH:43]=2)[CH2:10]1)=[O:7])([CH3:2])([CH3:3])[CH3:4].